This data is from Catalyst prediction with 721,799 reactions and 888 catalyst types from USPTO. The task is: Predict which catalyst facilitates the given reaction. Reactant: Cl[S:2]([CH2:5][CH2:6][CH2:7][NH:8][C:9](=[O:11])[CH3:10])(=[O:4])=[O:3].[CH3:12][C:13]([CH3:20])([CH2:16][CH2:17][CH:18]=[CH2:19])[CH2:14][OH:15].C(N(CC)CC)C. Product: [C:9]([NH:8][CH2:7][CH2:6][CH2:5][S:2]([O:15][CH2:14][C:13]([CH3:20])([CH3:12])[CH2:16][CH2:17][CH:18]=[CH2:19])(=[O:4])=[O:3])(=[O:11])[CH3:10]. The catalyst class is: 154.